Dataset: Forward reaction prediction with 1.9M reactions from USPTO patents (1976-2016). Task: Predict the product of the given reaction. (1) Given the reactants [O:1]1[CH2:6][CH2:5]O[CH2:3][CH2:2]1.Br[C:8]1[CH:9]=[C:10]([CH:13]=[CH:14][CH:15]=1)[CH:11]=[O:12].[F-].[K+], predict the reaction product. The product is: [O:1]1[CH:6]=[CH:5][CH:3]=[C:2]1[C:8]1[CH:9]=[C:10]([CH:13]=[CH:14][CH:15]=1)[CH:11]=[O:12]. (2) Given the reactants Cl[C:2]1[CH:7]=[C:6]([C:8]2[N:12]3[CH:13]=[C:14]([NH:17][CH:18]4[CH2:23][CH2:22][CH2:21][CH:20]([OH:24])[CH2:19]4)[CH:15]=[CH:16][C:11]3=[N:10][CH:9]=2)[CH:5]=[C:4]([F:25])[N:3]=1.[O:26]1[CH:30]=[CH:29][C:28](B(O)O)=[CH:27]1, predict the reaction product. The product is: [F:25][C:4]1[CH:5]=[C:6]([C:8]2[N:12]3[CH:13]=[C:14]([NH:17][CH:18]4[CH2:23][CH2:22][CH2:21][CH:20]([OH:24])[CH2:19]4)[CH:15]=[CH:16][C:11]3=[N:10][CH:9]=2)[CH:7]=[C:2]([C:28]2[CH:29]=[CH:30][O:26][CH:27]=2)[N:3]=1. (3) Given the reactants [O:1]=[C:2]1[C:10]2[C:5](=[CH:6][CH:7]=[CH:8][CH:9]=2)[C:4](=[O:11])[N:3]1[CH2:12][CH2:13][N:14]1[C:23]2[C:18](=[N:19][CH:20]=[C:21]([CH2:24][C:25]3[CH:30]=[CH:29][C:28]([F:31])=[CH:27][CH:26]=3)[CH:22]=2)[C:17]([OH:32])=[C:16]([C:33](OCC)=[O:34])[C:15]1=[O:38].[N:39]1([CH2:45][CH2:46][CH2:47][NH2:48])[CH2:44][CH2:43][O:42][CH2:41][CH2:40]1, predict the reaction product. The product is: [O:11]=[C:4]1[C:5]2[C:10](=[CH:9][CH:8]=[CH:7][CH:6]=2)[C:2](=[O:1])[N:3]1[CH2:12][CH2:13][N:14]1[C:23]2[C:18](=[N:19][CH:20]=[C:21]([CH2:24][C:25]3[CH:26]=[CH:27][C:28]([F:31])=[CH:29][CH:30]=3)[CH:22]=2)[C:17]([OH:32])=[C:16]([C:33]([NH:48][CH2:47][CH2:46][CH2:45][N:39]2[CH2:44][CH2:43][O:42][CH2:41][CH2:40]2)=[O:34])[C:15]1=[O:38].[N:39]1([CH2:45][CH2:46][CH2:47][NH2:48])[CH2:44][CH2:43][O:42][CH2:41][CH2:40]1. (4) Given the reactants [Cl:1][C:2]1[CH:7]=[C:6]([Cl:8])[CH:5]=[CH:4][C:3]=1[C:9]1[C:10]([N+:16]([O-:18])=[O:17])=[N:11][CH:12]=[C:13](Br)[N:14]=1.NCCN(C)C1C=[CH:27][C:26]([N+:29]([O-:31])=[O:30])=[CH:25]N=1.C([N:36]([CH:39]([CH3:41])[CH3:40])[CH2:37][CH3:38])(C)C.[CH3:42][N:43](C=O)C, predict the reaction product. The product is: [Cl:1][C:2]1[CH:7]=[C:6]([Cl:8])[CH:5]=[CH:4][C:3]=1[C:9]1[N:14]=[C:13]([N:43]([CH3:42])[CH2:38][CH2:37][NH:36][C:39]2[CH:40]=[CH:27][C:26]([N+:29]([O-:31])=[O:30])=[CH:25][CH:41]=2)[CH:12]=[N:11][C:10]=1[N+:16]([O-:18])=[O:17]. (5) Given the reactants [Cl:1][C:2]1[CH:7]=[CH:6][C:5]([N:8]2[C:16]([C:17]3[CH:22]=[CH:21][CH:20]=[CH:19][C:18]=3[Cl:23])=[N:15][C:14]3[C:9]2=[N:10][CH:11]=[N:12][C:13]=3[N:24]2[CH2:29][CH:28]3[CH:26]([C:27]3([N:32]3[CH2:37][CH2:36][O:35][CH2:34][CH2:33]3)[C:30]#[N:31])[CH2:25]2)=[CH:4][CH:3]=1.[OH:38]S(O)(=O)=O, predict the reaction product. The product is: [Cl:1][C:2]1[CH:3]=[CH:4][C:5]([N:8]2[C:16]([C:17]3[CH:22]=[CH:21][CH:20]=[CH:19][C:18]=3[Cl:23])=[N:15][C:14]3[C:9]2=[N:10][CH:11]=[N:12][C:13]=3[N:24]2[CH2:25][CH:26]3[CH:28]([C:27]3([N:32]3[CH2:37][CH2:36][O:35][CH2:34][CH2:33]3)[C:30]([NH2:31])=[O:38])[CH2:29]2)=[CH:6][CH:7]=1. (6) Given the reactants [OH:1][C:2]1[CH:7]=[C:6]([OH:8])[CH:5]=[CH:4][C:3]=1[C:9](=[O:11])[CH3:10].Br[C:13]([CH3:20])([CH3:19])[C:14]([O:16][CH2:17][CH3:18])=[O:15], predict the reaction product. The product is: [OH:1][C:2]1[CH:7]=[C:6]([O:8][C:13]([C:14]([O:16][CH2:17][CH3:18])=[O:15])([CH3:20])[CH3:19])[CH:5]=[CH:4][C:3]=1[C:9](=[O:11])[CH3:10]. (7) Given the reactants [CH2:1]([C@H:8]([NH:44][C:45]([C@@H:47]([NH:52][C:53](=[O:56])[O:54][CH3:55])[C:48]([CH3:51])([CH3:50])[CH3:49])=[O:46])[C@@H:9]([O:38][CH:39](SCC)[CH3:40])[CH2:10][C@@H:11]([NH:25][C:26](=[O:37])[C@H:27]([C:33]([CH3:36])([CH3:35])[CH3:34])[NH:28][C:29]([O:31][CH3:32])=[O:30])[CH2:12][C:13]1[CH:18]=[CH:17][C:16]([C:19]2[CH:24]=[CH:23][CH:22]=[CH:21][N:20]=2)=[CH:15][CH:14]=1)[C:2]1[CH:7]=[CH:6][CH:5]=[CH:4][CH:3]=1.[P:57](=[O:61])([OH:60])([OH:59])[OH:58].IN1C(=O)CCC1=O.[O-]S([O-])(=S)=O.[Na+:75].[Na+:76].C([O-])([O-])=O.[Na+].[Na+], predict the reaction product. The product is: [CH3:55][O:54][C:53](=[O:56])[NH:52][C@@H:47]([C:48]([CH3:51])([CH3:50])[CH3:49])[C:45](=[O:46])[NH:44][C@@H:8]([CH2:1][C:2]1[CH:3]=[CH:4][CH:5]=[CH:6][CH:7]=1)[C@@H:9]([O:38][CH:39]([O:61][P:57]([OH:60])([OH:59])=[O:58])[CH3:40])[CH2:10][C@H:11]([CH2:12][C:13]1[CH:14]=[CH:15][C:16]([C:19]2[CH:24]=[CH:23][CH:22]=[CH:21][N:20]=2)=[CH:17][CH:18]=1)[NH:25][C:26](=[O:37])[C@H:27]([C:33]([CH3:36])([CH3:35])[CH3:34])[NH:28][C:29](=[O:30])[O:31][CH3:32].[Na:75][Na:76]. (8) Given the reactants Br[CH2:2][C:3]([C:5]12[CH2:14][CH:9]3[CH2:10][CH:11]([CH2:13][CH:7]([CH2:8]3)[CH2:6]1)[CH2:12]2)=[O:4].[NH2:15][C:16]1[S:20][C:19]([SH:21])=[N:18][N:17]=1.C(N(CC)CC)C, predict the reaction product. The product is: [C:5]12([C:3](=[O:4])[CH2:2][S:21][C:19]3[S:20][C:16]([NH2:15])=[N:17][N:18]=3)[CH2:14][CH:9]3[CH2:10][CH:11]([CH2:13][CH:7]([CH2:8]3)[CH2:6]1)[CH2:12]2.